Dataset: Retrosynthesis with 50K atom-mapped reactions and 10 reaction types from USPTO. Task: Predict the reactants needed to synthesize the given product. (1) Given the product OCCCC1CCCCC1, predict the reactants needed to synthesize it. The reactants are: O=C(O)CCC1CCCCC1. (2) The reactants are: CCOc1ccccc1CN=C=O.Clc1ccc(OC2CCNCC2)cc1. Given the product CCOc1ccccc1CNC(=O)N1CCC(Oc2ccc(Cl)cc2)CC1, predict the reactants needed to synthesize it. (3) Given the product CC(O)CNc1c(S(=O)(=O)C(F)(F)F)c(C#N)nn1-c1c(Cl)cc(C(F)(F)F)cc1Cl, predict the reactants needed to synthesize it. The reactants are: CC(O)CN.N#Cc1nn(-c2c(Cl)cc(C(F)(F)F)cc2Cl)c(Br)c1S(=O)(=O)C(F)(F)F. (4) Given the product O=C(O)Cc1c[nH]c2cc(Cl)c(Cl)cc12, predict the reactants needed to synthesize it. The reactants are: CCOC(=O)Cc1c[nH]c2cc(Cl)c(Cl)cc12. (5) Given the product Cc1cc(OCC(F)(F)F)c(NC(=O)CN2CCN(CCSc3nc4ccc(F)cc4[nH]3)CC2)c(OCC(F)(F)F)n1, predict the reactants needed to synthesize it. The reactants are: Cc1cc(OCC(F)(F)F)c(NC(=O)CBr)c(OCC(F)(F)F)n1.Fc1ccc2nc(SCCN3CCNCC3)[nH]c2c1. (6) Given the product CCCCOCCOc1ccc(-c2ccc(N(C)CCOC)c(/C=C/C(=O)O)c2)cc1, predict the reactants needed to synthesize it. The reactants are: CCCCOCCOc1ccc(-c2ccc(N(C)CCOC)c(/C=C/C(=O)OCC)c2)cc1. (7) Given the product CC(=O)CCc1cc(F)c2ncc(C(=O)NCc3ccc(Cl)cc3)c(O)c2c1, predict the reactants needed to synthesize it. The reactants are: CC(=O)/C=C/c1cc(F)c2ncc(C(=O)NCc3ccc(Cl)cc3)c(O)c2c1. (8) Given the product NCc1ccc(-c2nc3c(cc2-c2ccccc2)N(CC(F)(F)F)C(=O)CO3)cc1, predict the reactants needed to synthesize it. The reactants are: CC(C)(C)OC(=O)NCc1ccc(-c2nc3c(cc2-c2ccccc2)N(CC(F)(F)F)C(=O)CO3)cc1.